Task: Predict the reactants needed to synthesize the given product.. Dataset: Full USPTO retrosynthesis dataset with 1.9M reactions from patents (1976-2016) Given the product [Br:26][C:23]1[CH:24]=[CH:25][C:20]([NH:19][C:13]2[C:12]3[C:17](=[CH:18][C:9]([OH:8])=[C:10]([O:28][CH3:29])[CH:11]=3)[N:16]=[CH:15][N:14]=2)=[C:21]([F:27])[CH:22]=1, predict the reactants needed to synthesize it. The reactants are: C([O:8][C:9]1[CH:18]=[C:17]2[C:12]([C:13]([NH:19][C:20]3[CH:25]=[CH:24][C:23]([Br:26])=[CH:22][C:21]=3[F:27])=[N:14][CH:15]=[N:16]2)=[CH:11][C:10]=1[O:28][CH3:29])C1C=CC=CC=1.